From a dataset of Peptide-MHC class I binding affinity with 185,985 pairs from IEDB/IMGT. Regression. Given a peptide amino acid sequence and an MHC pseudo amino acid sequence, predict their binding affinity value. This is MHC class I binding data. (1) The binding affinity (normalized) is 0.0591. The MHC is HLA-B54:01 with pseudo-sequence HLA-B54:01. The peptide sequence is IPTITQMNL. (2) The peptide sequence is NTDIKTLKF. The MHC is HLA-A80:01 with pseudo-sequence HLA-A80:01. The binding affinity (normalized) is 0.0847. (3) The peptide sequence is LVSAGIRKV. The MHC is HLA-A29:02 with pseudo-sequence HLA-A29:02. The binding affinity (normalized) is 0.